From a dataset of Catalyst prediction with 721,799 reactions and 888 catalyst types from USPTO. Predict which catalyst facilitates the given reaction. (1) The catalyst class is: 641. Reactant: [N+:1]([O-:4])(O)=[O:2].S(=O)(=O)(O)O.[CH2:10]([CH:17]1[CH2:20][CH:19]([C:21]([O:23][CH2:24][CH3:25])=[O:22])[CH2:18]1)[C:11]1[CH:16]=[CH:15][CH:14]=[CH:13][CH:12]=1.C(Cl)Cl. Product: [N+:1]([C:14]1[CH:15]=[CH:16][C:11]([CH2:10][CH:17]2[CH2:20][CH:19]([C:21]([O:23][CH2:24][CH3:25])=[O:22])[CH2:18]2)=[CH:12][CH:13]=1)([O-:4])=[O:2]. (2) Reactant: [ClH:1].O1CCOCC1.[N:8]1[C:17]2[C:12](=[CH:13][CH:14]=[CH:15][CH:16]=2)[C:11]([O:18][C:19]2[CH:24]=[CH:23][C:22]([NH:25]C(=O)OC(C)(C)C)=[CH:21][CH:20]=2)=[N:10][CH:9]=1. Product: [ClH:1].[N:8]1[C:17]2[C:12](=[CH:13][CH:14]=[CH:15][CH:16]=2)[C:11]([O:18][C:19]2[CH:24]=[CH:23][C:22]([NH2:25])=[CH:21][CH:20]=2)=[N:10][CH:9]=1. The catalyst class is: 1. (3) Reactant: C1(S([N:10]2[C:14]3=[N:15][CH:16]=[CH:17][C:18]([C:19]4[CH:20]=[CH:21][C:22]([O:27][CH:28]5[CH2:33][CH2:32][O:31][CH2:30][CH2:29]5)=[C:23]([CH:26]=4)[C:24]#[N:25])=[C:13]3[CH:12]=[C:11]2[C:34]2[CH:39]=[CH:38][C:37]([N:40]3[CH2:45][CH2:44][NH:43][CH2:42][CH2:41]3)=[CH:36][CH:35]=2)(=O)=O)C=CC=CC=1.C([CH2:48][C:49]([OH:51])=O)#N.CN(C([O:59]N1N=NC2C=CC=NC1=2)=[N+](C)C)C.F[P-](F)(F)(F)(F)F.CCN(C(C)C)C(C)C.C([O-])([O-])=O.[Cs+].[Cs+]. Product: [OH:59][CH2:48][C:49]([N:43]1[CH2:44][CH2:45][N:40]([C:37]2[CH:38]=[CH:39][C:34]([C:11]3[NH:10][C:14]4=[N:15][CH:16]=[CH:17][C:18]([C:19]5[CH:20]=[CH:21][C:22]([O:27][CH:28]6[CH2:33][CH2:32][O:31][CH2:30][CH2:29]6)=[C:23]([CH:26]=5)[C:24]#[N:25])=[C:13]4[CH:12]=3)=[CH:35][CH:36]=2)[CH2:41][CH2:42]1)=[O:51]. The catalyst class is: 4. (4) Reactant: Cl[C:2]1[CH:7]=[C:6]([Cl:8])[N:5]=[CH:4][N:3]=1.[S:9]1[C:13]2[CH:14]=[C:15]([NH2:18])[CH:16]=[CH:17][C:12]=2[N:11]=[C:10]1[NH2:19].[I-].[Na+].C(N(C(C)C)C(C)C)C.[CH3:31][O:32][C:33]1[CH:38]=[CH:37][C:36]([CH3:39])=[CH:35][C:34]=1[N:40]=[C:41]=[O:42]. Product: [Cl:8][C:6]1[N:5]=[CH:4][N:3]=[C:2]([NH:18][C:15]2[CH:16]=[CH:17][C:12]3[N:11]=[C:10]([NH:19][C:41]([NH:40][C:34]4[CH:35]=[C:36]([CH3:39])[CH:37]=[CH:38][C:33]=4[O:32][CH3:31])=[O:42])[S:9][C:13]=3[CH:14]=2)[CH:7]=1. The catalyst class is: 3. (5) Reactant: [Li+].CC([N-]C(C)C)C.C1COCC1.C(C1C=CC=CC=1)C.CCCCCCC.[CH3:29][CH:30]([CH3:36])[C:31]([O:33][CH2:34][CH3:35])=[O:32].[C:37]1(=[O:43])[O:42][C:40](=[O:41])[CH2:39][CH2:38]1.C(=O)(O)[O-].[Na+]. Product: [CH2:34]([O:33][C:31](=[O:32])[C:30]([CH3:36])([CH3:29])[C:40](=[O:41])[CH2:39][CH2:38][C:37]([OH:42])=[O:43])[CH3:35]. The catalyst class is: 375. (6) Reactant: [C:1]1([C:26]2[CH:31]=[CH:30][CH:29]=[CH:28][CH:27]=2)[CH:6]=[CH:5][C:4]([C:7]2[N:11]([CH2:12][CH:13]3[CH2:17][CH2:16][NH:15][CH2:14]3)[C:10]3[CH:18]=[C:19]([C:22]([NH:24][CH3:25])=[O:23])[CH:20]=[CH:21][C:9]=3[N:8]=2)=[CH:3][CH:2]=1.C1CCC(N=C=NC2CCCCC2)CC1.C1C=CC(CNS([C:58]2[CH:63]=C[C:61]3N=N[N:66]([OH:67])[C:60]=3[CH:59]=2)(=O)=O)=CC=1.Cl.CC1C=C(CC(O)=O)[O:72]N=1.CCN(C(C)C)C(C)C. Product: [C:1]1([C:26]2[CH:27]=[CH:28][CH:29]=[CH:30][CH:31]=2)[CH:6]=[CH:5][C:4]([C:7]2[N:11]([CH2:12][CH:13]3[CH2:17][CH2:16][N:15]([C:63]([C:58]4[O:67][N:66]=[C:60]([CH3:61])[CH:59]=4)=[O:72])[CH2:14]3)[C:10]3[CH:18]=[C:19]([C:22]([NH:24][CH3:25])=[O:23])[CH:20]=[CH:21][C:9]=3[N:8]=2)=[CH:3][CH:2]=1. The catalyst class is: 2.